This data is from NCI-60 drug combinations with 297,098 pairs across 59 cell lines. The task is: Regression. Given two drug SMILES strings and cell line genomic features, predict the synergy score measuring deviation from expected non-interaction effect. (1) Drug 1: CN1CCC(CC1)COC2=C(C=C3C(=C2)N=CN=C3NC4=C(C=C(C=C4)Br)F)OC. Drug 2: C(CN)CNCCSP(=O)(O)O. Cell line: CCRF-CEM. Synergy scores: CSS=12.4, Synergy_ZIP=1.29, Synergy_Bliss=-4.72, Synergy_Loewe=-7.40, Synergy_HSA=-5.43. (2) Drug 1: C1CCN(CC1)CCOC2=CC=C(C=C2)C(=O)C3=C(SC4=C3C=CC(=C4)O)C5=CC=C(C=C5)O. Drug 2: CC(C1=C(C=CC(=C1Cl)F)Cl)OC2=C(N=CC(=C2)C3=CN(N=C3)C4CCNCC4)N. Cell line: CCRF-CEM. Synergy scores: CSS=35.2, Synergy_ZIP=1.62, Synergy_Bliss=1.92, Synergy_Loewe=-19.4, Synergy_HSA=-1.87. (3) Drug 1: C1=CC(=C2C(=C1NCCNCCO)C(=O)C3=C(C=CC(=C3C2=O)O)O)NCCNCCO. Drug 2: CN(C)N=NC1=C(NC=N1)C(=O)N. Cell line: A498. Synergy scores: CSS=28.1, Synergy_ZIP=-0.652, Synergy_Bliss=-2.63, Synergy_Loewe=-25.1, Synergy_HSA=-2.38. (4) Drug 1: CN(C)N=NC1=C(NC=N1)C(=O)N. Drug 2: CC1C(C(CC(O1)OC2CC(OC(C2O)C)OC3=CC4=CC5=C(C(=O)C(C(C5)C(C(=O)C(C(C)O)O)OC)OC6CC(C(C(O6)C)O)OC7CC(C(C(O7)C)O)OC8CC(C(C(O8)C)O)(C)O)C(=C4C(=C3C)O)O)O)O. Cell line: NCIH23. Synergy scores: CSS=1.27, Synergy_ZIP=-0.0406, Synergy_Bliss=-0.720, Synergy_Loewe=-0.987, Synergy_HSA=-1.05. (5) Drug 1: CCCS(=O)(=O)NC1=C(C(=C(C=C1)F)C(=O)C2=CNC3=C2C=C(C=N3)C4=CC=C(C=C4)Cl)F. Drug 2: CN1C2=C(C=C(C=C2)N(CCCl)CCCl)N=C1CCCC(=O)O.Cl. Cell line: COLO 205. Synergy scores: CSS=52.1, Synergy_ZIP=8.52, Synergy_Bliss=9.30, Synergy_Loewe=-13.8, Synergy_HSA=4.91. (6) Drug 1: CC12CCC3C(C1CCC2=O)CC(=C)C4=CC(=O)C=CC34C. Drug 2: C1CCC(C(C1)N)N.C(=O)(C(=O)[O-])[O-].[Pt+4]. Cell line: RPMI-8226. Synergy scores: CSS=68.3, Synergy_ZIP=0.0732, Synergy_Bliss=-1.08, Synergy_Loewe=-12.4, Synergy_HSA=-0.0607. (7) Drug 1: C1=NC2=C(N1)C(=S)N=CN2. Drug 2: C(CN)CNCCSP(=O)(O)O. Cell line: SW-620. Synergy scores: CSS=12.1, Synergy_ZIP=11.0, Synergy_Bliss=11.7, Synergy_Loewe=-14.0, Synergy_HSA=7.19. (8) Drug 1: CCC1(CC2CC(C3=C(CCN(C2)C1)C4=CC=CC=C4N3)(C5=C(C=C6C(=C5)C78CCN9C7C(C=CC9)(C(C(C8N6C)(C(=O)OC)O)OC(=O)C)CC)OC)C(=O)OC)O.OS(=O)(=O)O. Drug 2: C(CCl)NC(=O)N(CCCl)N=O. Cell line: A498. Synergy scores: CSS=-1.42, Synergy_ZIP=0.164, Synergy_Bliss=-1.81, Synergy_Loewe=-2.00, Synergy_HSA=-2.91. (9) Drug 1: C1CCC(CC1)NC(=O)N(CCCl)N=O. Drug 2: C1=CN(C(=O)N=C1N)C2C(C(C(O2)CO)O)O.Cl. Cell line: LOX IMVI. Synergy scores: CSS=53.7, Synergy_ZIP=-3.48, Synergy_Bliss=2.97, Synergy_Loewe=6.00, Synergy_HSA=7.61.